This data is from Forward reaction prediction with 1.9M reactions from USPTO patents (1976-2016). The task is: Predict the product of the given reaction. (1) The product is: [CH3:21][O:20][C:17]1[CH:18]=[CH:19][C:14]([C@H:12]2[CH2:13][C@@H:11]2[CH2:10][O:9][C:3]2[C:2]([CH2:64][C:63]([O:69][CH2:70][CH3:71])=[O:68])=[CH:7][N:6]=[C:5]([CH3:8])[N:4]=2)=[N:15][CH:16]=1. Given the reactants Br[C:2]1[C:3]([O:9][CH2:10][C@H:11]2[CH2:13][C@@H:12]2[C:14]2[CH:19]=[CH:18][C:17]([O:20][CH3:21])=[CH:16][N:15]=2)=[N:4][C:5]([CH3:8])=[N:6][CH:7]=1.C(P(C(C)(C)C)C1C=CC=CC=1C1C(C(C)(C)C)=CC(C(C)(C)C)=CC=1C(C)(C)C)(C)(C)C.[O-]P([O-])([O-])=O.[K+].[K+].[K+].[C:63]([O:69][CH2:70][CH3:71])(=[O:68])[CH2:64]C(C)=O, predict the reaction product. (2) The product is: [F:11][C:3]1[C:4]([O:9][CH3:10])=[C:5]([CH:7]=[CH:8][C:2]=1[B:17]1[O:21][C:20]([CH3:23])([CH3:22])[C:19]([CH3:25])([CH3:24])[O:18]1)[NH2:6]. Given the reactants Br[C:2]1[CH:8]=[CH:7][C:5]([NH2:6])=[C:4]([O:9][CH3:10])[C:3]=1[F:11].CC([O-])=O.[K+].[B:17]1([B:17]2[O:21][C:20]([CH3:23])([CH3:22])[C:19]([CH3:25])([CH3:24])[O:18]2)[O:21][C:20]([CH3:23])([CH3:22])[C:19]([CH3:25])([CH3:24])[O:18]1, predict the reaction product.